This data is from Reaction yield outcomes from USPTO patents with 853,638 reactions. The task is: Predict the reaction yield, written as a fraction of the theoretical maximum amount of product (1.0 means a 100% yield; for example, 0.34 means a 34% yield). (1) The reactants are Cl.[CH3:2][NH:3][CH3:4].[CH3:5][CH:6]([CH3:12])[CH2:7][CH2:8][C:9](=[O:11])[CH3:10].[CH2:13]=O.Cl.[OH-].[Na+]. The catalyst is CO.C(Cl)Cl. The product is [CH3:2][N:3]([CH2:13][CH:8]([CH2:7][CH:6]([CH3:12])[CH3:5])[C:9](=[O:11])[CH3:10])[CH3:4]. The yield is 0.160. (2) The reactants are [CH2:1]([O:8][CH2:9][C@H:10]1[C@@H:14]([O:15][Si:16]([C:19]([CH3:22])([CH3:21])[CH3:20])([CH3:18])[CH3:17])[CH2:13][C@H:12]([NH2:23])[CH2:11]1)[C:2]1[CH:7]=[CH:6][CH:5]=[CH:4][CH:3]=1.C(N(CC)CC)C.[Cl:31][C:32]1[N:37]=[C:36](Cl)[N:35]=[C:34]([NH:39][C@@H:40]2[C:48]3[C:43](=[CH:44][CH:45]=[CH:46][CH:47]=3)[CH2:42][C@@H:41]2[O:49][CH3:50])[N:33]=1. The catalyst is C1COCC1. The product is [CH2:1]([O:8][CH2:9][C@H:10]1[C@@H:14]([O:15][Si:16]([C:19]([CH3:20])([CH3:22])[CH3:21])([CH3:18])[CH3:17])[CH2:13][C@H:12]([NH:23][C:36]2[N:35]=[C:34]([NH:39][C@@H:40]3[C:48]4[C:43](=[CH:44][CH:45]=[CH:46][CH:47]=4)[CH2:42][C@@H:41]3[O:49][CH3:50])[N:33]=[C:32]([Cl:31])[N:37]=2)[CH2:11]1)[C:2]1[CH:7]=[CH:6][CH:5]=[CH:4][CH:3]=1. The yield is 0.310. (3) The reactants are [NH2:1][C:2]1[CH:7]=[CH:6][C:5]([CH:8]2[CH2:22][N:12]3[C:13](=[O:21])[NH:14][C:15]4[CH:16]=[CH:17][CH:18]=[CH:19][C:20]=4[C:11]3=[N:10][CH2:9]2)=[CH:4][CH:3]=1.[F:23][C:24]1[CH:29]=[CH:28][C:27]([C:30]([F:33])([F:32])[F:31])=[CH:26][C:25]=1[N:34]=[C:35]=[O:36]. The catalyst is C1COCC1. The product is [F:23][C:24]1[CH:29]=[CH:28][C:27]([C:30]([F:33])([F:32])[F:31])=[CH:26][C:25]=1[NH:34][C:35]([NH:1][C:2]1[CH:7]=[CH:6][C:5]([CH:8]2[CH2:22][N:12]3[C:13](=[O:21])[NH:14][C:15]4[CH:16]=[CH:17][CH:18]=[CH:19][C:20]=4[C:11]3=[N:10][CH2:9]2)=[CH:4][CH:3]=1)=[O:36]. The yield is 0.850. (4) The reactants are [ClH:1].[NH2:2][CH2:3][C:4]1[CH:5]=[C:6]2[C:11](=[CH:12][CH:13]=1)[N:10]=[C:9]([CH3:14])[N:8]([CH:15]1[CH2:20][CH2:19][C:18](=[O:21])[NH:17][C:16]1=[O:22])[C:7]2=[O:23].C(N(CC)[CH:28]([CH3:30])[CH3:29])(C)C. The catalyst is C(#N)C. The product is [Cl:1][C:29]1[CH:28]=[CH:30][C:19]([C:18]([NH:2][CH2:3][C:4]2[CH:5]=[C:6]3[C:11](=[CH:12][CH:13]=2)[N:10]=[C:9]([CH3:14])[N:8]([CH:15]2[CH2:20][CH2:19][C:18](=[O:21])[NH:17][C:16]2=[O:22])[C:7]3=[O:23])=[O:21])=[CH:20][CH:15]=1. The yield is 0.420. (5) The reactants are [CH:1]1[C:15]2=[C:16]3[C:8]([C:9]4[C:14]2=[CH:13][CH:12]=[CH:11][CH:10]=4)=[CH:7][CH:6]=[CH:5][C:4]3=[C:3](B(O)O)[CH:2]=1.Br[C:21]1[CH:22]=[C:23]2[C:28](=[CH:29][CH:30]=1)[CH:27]=[C:26]([OH:31])[CH:25]=[CH:24]2.C(=O)([O-])[O-].[Na+].[Na+].Cl. The catalyst is ClCCl.C1C=CC([P]([Pd]([P](C2C=CC=CC=2)(C2C=CC=CC=2)C2C=CC=CC=2)([P](C2C=CC=CC=2)(C2C=CC=CC=2)C2C=CC=CC=2)[P](C2C=CC=CC=2)(C2C=CC=CC=2)C2C=CC=CC=2)(C2C=CC=CC=2)C2C=CC=CC=2)=CC=1.COCCOC. The product is [CH:1]1[C:15]2=[C:16]3[C:8]([C:9]4[C:14]2=[CH:13][CH:12]=[CH:11][CH:10]=4)=[CH:7][CH:6]=[CH:5][C:4]3=[C:3]([C:21]2[CH:22]=[C:23]3[C:28](=[CH:29][CH:30]=2)[CH:27]=[C:26]([OH:31])[CH:25]=[CH:24]3)[CH:2]=1. The yield is 0.890. (6) The reactants are [CH2:1]([O:8][C:9]([NH:11][C@H:12]([C:19]1[CH:20]=[C:21]([NH:25][C:26]([O:28][CH2:29][CH2:30][C:31]2[CH:36]=[CH:35][C:34](B(O)O)=[CH:33][C:32]=2[CH3:40])=[O:27])[CH:22]=[CH:23][CH:24]=1)[CH2:13][C:14]([O:16][CH2:17][CH3:18])=[O:15])=[O:10])[C:2]1[CH:7]=[CH:6][CH:5]=[CH:4][CH:3]=1.[NH2:41][C:42]1[CH:43]=[C:44]2[C:49](=[CH:50][CH:51]=1)[C:48]([N:52]([C:60]([O:62][C:63]([CH3:66])([CH3:65])[CH3:64])=[O:61])[C:53]([O:55][C:56]([CH3:59])([CH3:58])[CH3:57])=[O:54])=[N:47][CH:46]=[CH:45]2.O.[C:68]([OH:72])(=[O:71])[CH:69]=O. No catalyst specified. The product is [CH2:1]([O:8][C:9]([NH:11][C@H:12]([C:19]1[CH:20]=[C:21]([NH:25][C:26]([O:28][CH2:29][CH2:30][C:31]2[CH:36]=[CH:35][C:34]([CH:69]([NH:41][C:42]3[CH:43]=[C:44]4[C:49](=[CH:50][CH:51]=3)[C:48]([N:52]([C:53]([O:55][C:56]([CH3:57])([CH3:58])[CH3:59])=[O:54])[C:60]([O:62][C:63]([CH3:66])([CH3:65])[CH3:64])=[O:61])=[N:47][CH:46]=[CH:45]4)[C:68]([OH:72])=[O:71])=[CH:33][C:32]=2[CH3:40])=[O:27])[CH:22]=[CH:23][CH:24]=1)[CH2:13][C:14]([O:16][CH2:17][CH3:18])=[O:15])=[O:10])[C:2]1[CH:7]=[CH:6][CH:5]=[CH:4][CH:3]=1. The yield is 0.960. (7) The reactants are Br[CH2:2][C:3]1[CH:4]=[C:5]2[C:10](=[CH:11][CH:12]=1)[N:9]=[CH:8][CH:7]=[N:6]2.[C-:13]#[N:14].[Na+]. The product is [N:9]1[C:10]2[C:5](=[CH:4][C:3]([CH2:2][C:13]#[N:14])=[CH:12][CH:11]=2)[N:6]=[CH:7][CH:8]=1. The yield is 0.230. The catalyst is C(O)C. (8) The reactants are [Cl:1][C:2]1[N:10]=[C:9]2[C:5]([NH:6][C:7]([CH:11]3[CH2:15][CH2:14][CH2:13][CH2:12]3)=[N:8]2)=[C:4]([Cl:16])[N:3]=1.C(=O)([O-])[O-].[K+].[K+].[CH3:23][Si:24]([CH3:31])([CH3:30])[CH2:25][CH2:26][O:27][CH2:28]Cl. The catalyst is CN(C=O)C.O. The product is [Cl:1][C:2]1[N:10]=[C:9]2[C:5]([N:6]([CH2:28][O:27][CH2:26][CH2:25][Si:24]([CH3:31])([CH3:30])[CH3:23])[C:7]([CH:11]3[CH2:15][CH2:14][CH2:13][CH2:12]3)=[N:8]2)=[C:4]([Cl:16])[N:3]=1. The yield is 0.400. (9) The reactants are FC(F)(F)S(O[C:7]1[C:11]2[CH2:12][N:13]([C:16](=[O:25])[NH:17][C:18]3[CH:23]=[CH:22][CH:21]=[C:20]([Cl:24])[CH:19]=3)[CH2:14][CH2:15][C:10]=2[NH:9][N:8]=1)(=O)=O.[F:28][C:29]1[CH:34]=[CH:33][CH:32]=[CH:31][C:30]=1B(O)O.[O-]P([O-])([O-])=O.[K+].[K+].[K+].O. The catalyst is O1CCOCC1.C1C=CC(P(C2C=CC=CC=2)[C-]2C=CC=C2)=CC=1.C1C=CC(P(C2C=CC=CC=2)[C-]2C=CC=C2)=CC=1.Cl[Pd]Cl.[Fe+2].C1C=CC(P(C2C=CC=CC=2)[C-]2C=CC=C2)=CC=1.C1C=CC(P(C2C=CC=CC=2)[C-]2C=CC=C2)=CC=1.[Fe+2]. The product is [Cl:24][C:20]1[CH:19]=[C:18]([NH:17][C:16]([N:13]2[CH2:14][CH2:15][C:10]3[NH:9][N:8]=[C:7]([C:30]4[CH:31]=[CH:32][CH:33]=[CH:34][C:29]=4[F:28])[C:11]=3[CH2:12]2)=[O:25])[CH:23]=[CH:22][CH:21]=1. The yield is 0.152.